Dataset: Reaction yield outcomes from USPTO patents with 853,638 reactions. Task: Predict the reaction yield, written as a fraction of the theoretical maximum amount of product (1.0 means a 100% yield; for example, 0.34 means a 34% yield). (1) The reactants are [F:1][CH:2]([F:28])[C:3]1[N:8]=[CH:7][C:6]([CH2:9][O:10][C:11]2[CH:25]=[CH:24][C:14]([CH2:15][NH:16]C(=O)OC(C)(C)C)=[CH:13][C:12]=2[O:26][CH3:27])=[CH:5][CH:4]=1.FC(F)(F)C(O)=O. The catalyst is ClCCl. The product is [F:28][CH:2]([F:1])[C:3]1[N:8]=[CH:7][C:6]([CH2:9][O:10][C:11]2[CH:25]=[CH:24][C:14]([CH2:15][NH2:16])=[CH:13][C:12]=2[O:26][CH3:27])=[CH:5][CH:4]=1. The yield is 0.830. (2) The reactants are [Cl:1][C:2]1[CH:3]=[C:4]([N:22]([CH2:33][CH3:34])[CH:23]2[CH2:32][CH2:31][C:26]3(OCC[O:27]3)[CH2:25][CH2:24]2)[C:5]([CH3:21])=[C:6]([CH:20]=1)[C:7]([NH:9][CH2:10][C:11]1[C:12](=[O:19])[NH:13][C:14]([CH3:18])=[CH:15][C:16]=1[CH3:17])=[O:8].O.CC1C=CC(S(O)(=O)=O)=CC=1. The catalyst is CC(C)=O. The product is [Cl:1][C:2]1[CH:3]=[C:4]([N:22]([CH2:33][CH3:34])[CH:23]2[CH2:24][CH2:25][C:26](=[O:27])[CH2:31][CH2:32]2)[C:5]([CH3:21])=[C:6]([CH:20]=1)[C:7]([NH:9][CH2:10][C:11]1[C:12](=[O:19])[NH:13][C:14]([CH3:18])=[CH:15][C:16]=1[CH3:17])=[O:8]. The yield is 0.830. (3) The reactants are [CH3:1][O:2][CH:3]1[CH2:10][CH:9]2[CH:5]([CH2:6][CH:7]([NH:11][CH2:12][C:13]([N:15]3[CH2:19][CH2:18][CH2:17][CH:16]3[C:20]#[N:21])=[O:14])[CH2:8]2)[CH2:4]1.[ClH:22]. The catalyst is CCOCC. The product is [ClH:22].[CH3:1][O:2][CH:3]1[CH2:10][CH:9]2[CH:5]([CH2:6][CH:7]([NH:11][CH2:12][C:13]([N:15]3[CH2:19][CH2:18][CH2:17][CH:16]3[C:20]#[N:21])=[O:14])[CH2:8]2)[CH2:4]1. The yield is 0.800. (4) The reactants are [C:1]1([CH3:14])[CH:6]=[C:5]([CH3:7])[CH:4]=[C:3]([CH3:8])[C:2]=1[S:9]([O:12][NH2:13])(=[O:11])=[O:10].[NH2:15][C:16]1[CH:17]=[C:18]([C:23]([F:26])=[CH:24][N:25]=1)[C:19]([O:21][CH3:22])=[O:20]. The catalyst is ClCCl.C(OCC)C. The product is [CH3:8][C:3]1[CH:4]=[C:5]([CH3:7])[CH:6]=[C:1]([CH3:14])[C:2]=1[S:9]([O-:12])(=[O:11])=[O:10].[NH2:13][N+:25]1[CH:24]=[C:23]([F:26])[C:18]([C:19]([O:21][CH3:22])=[O:20])=[CH:17][C:16]=1[NH2:15]. The yield is 0.814.